From a dataset of Forward reaction prediction with 1.9M reactions from USPTO patents (1976-2016). Predict the product of the given reaction. Given the reactants [Cl:1][C:2]1[CH:3]=[CH:4][C:5]([O:14]C)=[C:6]([CH2:8][C:9]([N:11]([CH3:13])[CH3:12])=[O:10])[CH:7]=1.B(Br)(Br)Br.C(OCC)C, predict the reaction product. The product is: [Cl:1][C:2]1[CH:3]=[CH:4][C:5]([OH:14])=[C:6]([CH2:8][C:9]([N:11]([CH3:13])[CH3:12])=[O:10])[CH:7]=1.